This data is from Full USPTO retrosynthesis dataset with 1.9M reactions from patents (1976-2016). The task is: Predict the reactants needed to synthesize the given product. Given the product [Br:1][C:2]1[CH:10]=[C:9]2[C:5]([C:6]([C:16]([C:22]3[CH:23]=[C:24]4[C:28](=[CH:29][CH:30]=3)[N:27]([C:31]3[CH:32]=[CH:33][C:34]([F:37])=[CH:35][CH:36]=3)[N:26]=[CH:25]4)([OH:21])[C:17]([F:18])([F:19])[F:20])=[CH:7][N:8]2[CH2:11][CH:12]=[O:15])=[CH:4][CH:3]=1, predict the reactants needed to synthesize it. The reactants are: [Br:1][C:2]1[CH:10]=[C:9]2[C:5]([C:6]([C:16]([C:22]3[CH:23]=[C:24]4[C:28](=[CH:29][CH:30]=3)[N:27]([C:31]3[CH:36]=[CH:35][C:34]([F:37])=[CH:33][CH:32]=3)[N:26]=[CH:25]4)([OH:21])[C:17]([F:20])([F:19])[F:18])=[CH:7][N:8]2[CH2:11][CH:12]([OH:15])CO)=[CH:4][CH:3]=1.I([O-])(=O)(=O)=O.[Na+].